Dataset: Full USPTO retrosynthesis dataset with 1.9M reactions from patents (1976-2016). Task: Predict the reactants needed to synthesize the given product. (1) The reactants are: [F:1][C:2]1[CH:7]=[C:6]([N+:8]([O-:10])=[O:9])[C:5]([NH:11]C(=O)C)=[C:4]([CH3:15])[CH:3]=1.Cl. Given the product [F:1][C:2]1[CH:7]=[C:6]([N+:8]([O-:10])=[O:9])[C:5]([NH2:11])=[C:4]([CH3:15])[CH:3]=1, predict the reactants needed to synthesize it. (2) Given the product [CH:18]1([NH:17][C:13]2[N:12]=[C:11]([C:10]3[C:9]([C:23]4[CH:28]=[CH:27][C:26]([O:29][CH3:30])=[CH:25][CH:24]=4)=[N:8][N:7]4[C:2]([NH:35][CH2:34][CH2:33][O:32][CH3:31])=[CH:3][CH:4]=[CH:5][C:6]=34)[CH:16]=[CH:15][N:14]=2)[CH2:19][CH2:20][CH2:21][CH2:22]1, predict the reactants needed to synthesize it. The reactants are: Cl[C:2]1[N:7]2[N:8]=[C:9]([C:23]3[CH:28]=[CH:27][C:26]([O:29][CH3:30])=[CH:25][CH:24]=3)[C:10]([C:11]3[CH:16]=[CH:15][N:14]=[C:13]([NH:17][CH:18]4[CH2:22][CH2:21][CH2:20][CH2:19]4)[N:12]=3)=[C:6]2[CH:5]=[CH:4][CH:3]=1.[CH3:31][O:32][CH2:33][CH2:34][NH2:35]. (3) Given the product [S:9]1[CH:13]=[CH:12][C:11]([C:14]([N:16]=[C:17]=[S:18])=[O:15])=[CH:10]1.[CH3:19][O:20][C:21]1[CH:22]=[C:23]2[C:28](=[CH:29][C:30]=1[O:31][CH3:32])[N:27]=[CH:26][CH:25]=[C:24]2[O:33][C:34]1[CH:35]=[CH:36][C:37]([NH:38][C:17]([NH:16][C:14]([C:11]2[CH:12]=[CH:13][S:9][CH:10]=2)=[O:15])=[S:18])=[CH:39][CH:40]=1, predict the reactants needed to synthesize it. The reactants are: S1C=CC(C(Cl)=O)=C1.[S:9]1[CH:13]=[CH:12][C:11]([C:14]([N:16]=[C:17]=[S:18])=[O:15])=[CH:10]1.[CH3:19][O:20][C:21]1[CH:22]=[C:23]2[C:28](=[CH:29][C:30]=1[O:31][CH3:32])[N:27]=[CH:26][CH:25]=[C:24]2[O:33][C:34]1[CH:40]=[CH:39][C:37]([NH2:38])=[CH:36][CH:35]=1.C1(C)C=CC=CC=1. (4) Given the product [CH3:19][O:20][C:21]1[C:22](=[O:49])[C:23]([CH3:48])=[C:24]([CH2:30][C:31]2[CH:32]=[CH:33][C:34]([O:40][CH2:41][C:42]3[CH:43]=[CH:44][CH:45]=[CH:46][CH:47]=3)=[C:35]([CH:39]=2)[C:36]([N:1]2[CH2:6][CH2:5][CH2:4][CH2:3][CH2:2]2)=[O:37])[C:25](=[O:29])[C:26]=1[O:27][CH3:28], predict the reactants needed to synthesize it. The reactants are: [NH:1]1[CH2:6][CH2:5][CH2:4][CH2:3][CH2:2]1.Cl.C(N=C=NCCCN(C)C)C.[CH3:19][O:20][C:21]1[C:22](=[O:49])[C:23]([CH3:48])=[C:24]([CH2:30][C:31]2[CH:32]=[CH:33][C:34]([O:40][CH2:41][C:42]3[CH:47]=[CH:46][CH:45]=[CH:44][CH:43]=3)=[C:35]([CH:39]=2)[C:36](O)=[O:37])[C:25](=[O:29])[C:26]=1[O:27][CH3:28]. (5) Given the product [C:7]1([C:1]2[CH:6]=[CH:5][CH:4]=[CH:3][CH:2]=2)[CH:14]=[CH:13][C:10]([CH2:11][O:15][C:16]2[CH:21]=[CH:20][C:19]([CH2:22][CH2:23][CH2:24][OH:27])=[CH:18][CH:17]=2)=[CH:9][CH:8]=1, predict the reactants needed to synthesize it. The reactants are: [C:1]1([C:7]2[CH:14]=[CH:13][C:10]([CH2:11]Br)=[CH:9][CH:8]=2)[CH:6]=[CH:5][CH:4]=[CH:3][CH:2]=1.[OH:15][C:16]1[CH:21]=[CH:20][C:19]([CH:22](O)[CH2:23][CH3:24])=[CH:18][CH:17]=1.C(=O)([O-])[O-:27].[K+].[K+]. (6) Given the product [ClH:20].[F:1][C:2]1[C:9]([F:10])=[C:8]([O:11][CH2:12][CH2:13][N:14]([CH2:16][CH2:17][O:18][CH3:19])[CH3:15])[CH:7]=[CH:6][C:3]=1[CH:4]=[O:5], predict the reactants needed to synthesize it. The reactants are: [F:1][C:2]1[C:9]([F:10])=[C:8]([O:11][CH2:12][CH2:13][N:14]([CH2:16][CH2:17][O:18][CH3:19])[CH3:15])[CH:7]=[CH:6][C:3]=1[CH:4]=[O:5].[ClH:20].N1C=CC=CC=1. (7) Given the product [NH2:9][CH2:10][CH2:11][N:12]([CH2:22][CH:23]1[CH2:28][CH2:27][CH2:26][CH2:25][CH2:24]1)[S:13]([C:16]1[CH:21]=[CH:20][CH:19]=[CH:18][N:17]=1)(=[O:15])=[O:14].[C:1]([C:3]1[CH:8]=[CH:7][C:6]([N:9]([CH2:48][C:49]2[N:53]([CH3:54])[CH:52]=[N:51][CH:50]=2)[CH2:10][CH2:11][N:12]([CH2:22][CH:23]2[CH2:24][CH2:25][CH2:26][CH2:27][CH2:28]2)[S:13]([C:16]2[CH:21]=[CH:20][CH:19]=[CH:18][N:17]=2)(=[O:15])=[O:14])=[C:5]([F:29])[CH:4]=1)#[N:2], predict the reactants needed to synthesize it. The reactants are: [C:1]([C:3]1[CH:8]=[CH:7][C:6]([NH:9][CH2:10][CH2:11][N:12]([CH2:22][CH:23]2[CH2:28][CH2:27][CH2:26][CH2:25][CH2:24]2)[S:13]([C:16]2[CH:21]=[CH:20][CH:19]=[CH:18][N:17]=2)(=[O:15])=[O:14])=[C:5]([F:29])[CH:4]=1)#[N:2].ClCC1NC=NC=1.Cl.NC1C=CC=CC=1.[H-].[Na+].Cl[CH2:48][C:49]1[N:53]([CH3:54])[CH:52]=[N:51][CH:50]=1. (8) Given the product [OH:8][C@H:9]1[CH2:13][C:12](=[O:14])[N:11]([C:15]2[CH:22]=[CH:21][C:18]([C:19]#[N:20])=[C:17]([C:23]([F:26])([F:24])[F:25])[CH:16]=2)[C@H:10]1[CH3:27], predict the reactants needed to synthesize it. The reactants are: [Si]([O:8][C@H:9]1[CH2:13][C:12](=[O:14])[N:11]([C:15]2[CH:22]=[CH:21][C:18]([C:19]#[N:20])=[C:17]([C:23]([F:26])([F:25])[F:24])[CH:16]=2)[C@H:10]1[CH3:27])(C(C)(C)C)(C)C.[F-].C([N+](CCCC)(CCCC)CCCC)CCC.C1COCC1.O. (9) Given the product [CH3:13][N:14]1[CH2:19][CH2:18][N:17]([CH2:20][C:21]2[CH:22]=[CH:23][C:24]([C:25]([NH:27][C:28]3[CH:33]=[CH:32][C:31]([CH3:34])=[C:30]([NH:35][C:36]4[N:41]=[C:40]([C:42]5[CH:43]=[N:44][CH:45]=[CH:46][CH:47]=5)[CH:39]=[CH:38][N:37]=4)[CH:29]=3)=[O:26])=[CH:48][CH:49]=2)[CH2:16][CH2:15]1.[C:6]([O-:8])(=[O:7])[C:5]1[CH:9]=[CH:10][C:2]([OH:1])=[C:3]([O:11][CH3:12])[CH:4]=1, predict the reactants needed to synthesize it. The reactants are: [OH:1][C:2]1[CH:10]=[CH:9][C:5]([C:6]([OH:8])=[O:7])=[CH:4][C:3]=1[O:11][CH3:12].[CH3:13][N:14]1[CH2:19][CH2:18][N:17]([CH2:20][C:21]2[CH:49]=[CH:48][C:24]([C:25]([NH:27][C:28]3[CH:33]=[CH:32][C:31]([CH3:34])=[C:30]([NH:35][C:36]4[N:41]=[C:40]([C:42]5[CH:43]=[N:44][CH:45]=[CH:46][CH:47]=5)[CH:39]=[CH:38][N:37]=4)[CH:29]=3)=[O:26])=[CH:23][CH:22]=2)[CH2:16][CH2:15]1. (10) Given the product [CH3:37][N:38]([CH2:30][C:28]1[C:27]([C:32]2[S:33][CH:34]=[CH:35][CH:36]=2)=[N:26][N:25]([C:23]2[CH:22]=[CH:21][N:20]=[C:19]([NH:18][C:4]3[C:3]([O:2][CH3:1])=[CH:8][C:7]([N:9]4[CH2:14][CH2:13][O:12][CH2:11][CH2:10]4)=[C:6]([NH:15][C:3](=[O:2])[CH:4]=[CH2:5])[CH:5]=3)[N:24]=2)[CH:29]=1)[CH3:39], predict the reactants needed to synthesize it. The reactants are: [CH3:1][O:2][C:3]1[CH:8]=[C:7]([N:9]2[CH2:14][CH2:13][O:12][CH2:11][CH2:10]2)[C:6]([N+:15]([O-])=O)=[CH:5][C:4]=1[NH:18][C:19]1[N:24]=[C:23]([N:25]2[CH:29]=[C:28]([CH:30]=O)[C:27]([C:32]3[S:33][CH:34]=[CH:35][CH:36]=3)=[N:26]2)[CH:22]=[CH:21][N:20]=1.[CH3:37][NH:38][CH3:39].